From a dataset of Full USPTO retrosynthesis dataset with 1.9M reactions from patents (1976-2016). Predict the reactants needed to synthesize the given product. (1) Given the product [NH:1]1[C:9]2[C:4](=[CH:5][C:6]([C:25]#[N:26])=[CH:7][CH:8]=2)[CH:3]=[N:2]1, predict the reactants needed to synthesize it. The reactants are: [NH:1]1[C:9]2[C:4](=[CH:5][C:6](N)=[CH:7][CH:8]=2)[CH:3]=[N:2]1.Cl.N([O-])=O.[Na+].C([O-])([O-])=O.[Na+].[Na+].[C-]#N.[Na+].[C:25]([Cu])#[N:26]. (2) The reactants are: C(OC([N:8]1[CH2:13][CH2:12][CH:11]([C:14]2[CH:19]=[CH:18][C:17]([O:20][CH2:21][C:22]3[CH:27]=[CH:26][C:25]([Cl:28])=[C:24]([C:29]([F:32])([F:31])[F:30])[CH:23]=3)=[CH:16][CH:15]=2)[CH2:10][CH2:9]1)=O)(C)(C)C.[C:33]([O:37][C:38]([CH3:41])([CH3:40])[CH3:39])(=[O:36])[CH:34]=[CH2:35]. Given the product [C:38]([O:37][C:33](=[O:36])[CH2:34][CH2:35][N:8]1[CH2:9][CH2:10][CH:11]([C:14]2[CH:15]=[CH:16][C:17]([O:20][CH2:21][C:22]3[CH:27]=[CH:26][C:25]([Cl:28])=[C:24]([C:29]([F:31])([F:30])[F:32])[CH:23]=3)=[CH:18][CH:19]=2)[CH2:12][CH2:13]1)([CH3:41])([CH3:40])[CH3:39], predict the reactants needed to synthesize it. (3) Given the product [ClH:34].[C:1]([NH:5][C:6]([C:8]1[C:12]2=[N:13][C:14]([C:17]3[CH:18]=[CH:19][CH:20]=[C:21]4[C:25]=3[NH:24][N:23]=[CH:22]4)=[CH:15][N:16]=[C:11]2[NH:10][CH:9]=1)=[O:7])([CH3:4])([CH3:2])[CH3:3], predict the reactants needed to synthesize it. The reactants are: [C:1]([NH:5][C:6]([C:8]1[C:12]2=[N:13][C:14]([C:17]3[CH:18]=[CH:19][CH:20]=[C:21]4[C:25]=3[N:24](COCC[Si](C)(C)C)[N:23]=[CH:22]4)=[CH:15][N:16]=[C:11]2[NH:10][CH:9]=1)=[O:7])([CH3:4])([CH3:3])[CH3:2].[ClH:34]. (4) Given the product [CH3:1][N:2]([CH3:3])[C:7](=[O:31])[CH2:8][N:9]1[CH:14]=[CH:13][C:12]([N:15]2[CH:19]=[C:18]([C:20]#[C:21][C:22]3[CH:23]=[C:24]([CH3:28])[CH:25]=[CH:26][CH:27]=3)[N:17]=[C:16]2[CH3:29])=[CH:11][C:10]1=[O:30], predict the reactants needed to synthesize it. The reactants are: [CH3:1][NH:2][CH3:3].C(O[C:7](=[O:31])[CH2:8][N:9]1[CH:14]=[CH:13][C:12]([N:15]2[CH:19]=[C:18]([C:20]#[C:21][C:22]3[CH:23]=[C:24]([CH3:28])[CH:25]=[CH:26][CH:27]=3)[N:17]=[C:16]2[CH3:29])=[CH:11][C:10]1=[O:30])C. (5) Given the product [Cl:1][C:2]1[N:10]=[C:9]2[C:5]([N:6]=[CH:7][N:8]2[CH2:19][C:20]2[CH:25]=[CH:24][C:23]([C:26]#[N:27])=[CH:22][CH:21]=2)=[C:4]([Cl:11])[N:3]=1, predict the reactants needed to synthesize it. The reactants are: [Cl:1][C:2]1[N:10]=[C:9]2[C:5]([N:6]=[CH:7][NH:8]2)=[C:4]([Cl:11])[N:3]=1.C(=O)([O-])[O-].[K+].[K+].Br[CH2:19][C:20]1[CH:25]=[CH:24][C:23]([C:26]#[N:27])=[CH:22][CH:21]=1. (6) Given the product [Br:1][C:2]1[CH:3]=[C:4]2[C:8](=[CH:9][CH:10]=1)[C:7](=[O:11])[N:6]([C:12]([CH3:20])([CH3:19])[CH2:13][C:14]([OH:16])=[O:15])[CH2:5]2, predict the reactants needed to synthesize it. The reactants are: [Br:1][C:2]1[CH:3]=[C:4]2[C:8](=[CH:9][CH:10]=1)[C:7](=[O:11])[N:6]([C:12]([CH3:20])([CH3:19])[CH2:13][C:14]([O:16]CC)=[O:15])[CH2:5]2.[OH-].[Na+].Cl. (7) Given the product [F:25][C:19]1[C:20]([F:24])=[CH:21][CH:22]=[CH:23][C:18]=1[C:16]1[N:17]=[C:12]2[CH:11]=[N:10][N:9]([CH2:8][C:5]3[CH:6]=[N:7][C:2]([C:28]4[CH:29]=[CH:30][C:31]([C:33]([F:36])([F:35])[F:34])=[CH:32][C:27]=4[F:26])=[CH:3][CH:4]=3)[CH:14]=[C:13]2[N:15]=1, predict the reactants needed to synthesize it. The reactants are: Cl[C:2]1[N:7]=[CH:6][C:5]([CH2:8][N:9]2[CH:14]=[C:13]3[N:15]=[C:16]([C:18]4[CH:23]=[CH:22][CH:21]=[C:20]([F:24])[C:19]=4[F:25])[N:17]=[C:12]3[CH:11]=[N:10]2)=[CH:4][CH:3]=1.[F:26][C:27]1[CH:32]=[C:31]([C:33]([F:36])([F:35])[F:34])[CH:30]=[CH:29][C:28]=1B(O)O.